From a dataset of Reaction yield outcomes from USPTO patents with 853,638 reactions. Predict the reaction yield, written as a fraction of the theoretical maximum amount of product (1.0 means a 100% yield; for example, 0.34 means a 34% yield). (1) The reactants are [F:1][C:2]1[C:3]([C:9]2[N:13]([CH:14]3[CH2:19][CH2:18][O:17][CH2:16][CH2:15]3)[C:12]([CH3:20])=[N:11][CH:10]=2)=[N:4][C:5]([NH2:8])=[N:6][CH:7]=1.Cl[C:22]1[CH:27]=[C:26]([O:28][CH3:29])[CH:25]=[CH:24][N:23]=1. No catalyst specified. The product is [F:1][C:2]1[C:3]([C:9]2[N:13]([CH:14]3[CH2:19][CH2:18][O:17][CH2:16][CH2:15]3)[C:12]([CH3:20])=[N:11][CH:10]=2)=[N:4][C:5]([NH:8][C:22]2[CH:27]=[C:26]([O:28][CH3:29])[CH:25]=[CH:24][N:23]=2)=[N:6][CH:7]=1. The yield is 0.880. (2) The reactants are [CH2:1]([N:8]1[CH2:17][CH2:16][C:15]2[C:14](=O)[NH:13][CH:12]=[N:11][C:10]=2[CH2:9]1)[C:2]1[CH:7]=[CH:6][CH:5]=[CH:4][CH:3]=1.C(N(CC)C(C)C)(C)C.P(Cl)(Cl)([Cl:30])=O.C(=O)(O)[O-].[Na+]. The catalyst is C1(C)C=CC=CC=1.O.C(OCC)(=O)C. The product is [CH2:1]([N:8]1[CH2:17][CH2:16][C:15]2[C:14]([Cl:30])=[N:13][CH:12]=[N:11][C:10]=2[CH2:9]1)[C:2]1[CH:7]=[CH:6][CH:5]=[CH:4][CH:3]=1. The yield is 0.910. (3) The reactants are [CH3:1][O:2][C:3]1[CH:4]=[C:5]2[C:10](=[CH:11][C:12]=1[O:13][CH3:14])[N:9]=[CH:8][N:7]=[C:6]2[O:15][C:16]1[CH:22]=[CH:21][C:19]([NH2:20])=[CH:18][CH:17]=1.Cl[C:24](Cl)([O:26][C:27](=[O:33])OC(Cl)(Cl)Cl)Cl.[CH2:35]([N:37]([CH2:41]C)[CH2:38][CH2:39]O)[CH3:36].C(=O)(O)[O-].[Na+]. The catalyst is C(Cl)Cl.C(N(CC)CC)C.C1(C)C=CC=CC=1. The product is [CH3:1][O:2][C:3]1[CH:4]=[C:5]2[C:10](=[CH:11][C:12]=1[O:13][CH3:14])[N:9]=[CH:8][N:7]=[C:6]2[O:15][C:16]1[CH:22]=[CH:21][C:19]([NH:20][C:27](=[O:33])[O:26][CH2:24][CH2:41][N:37]([CH2:38][CH3:39])[CH2:35][CH3:36])=[CH:18][CH:17]=1. The yield is 0.710. (4) The reactants are [H-].[Na+].[Cl:3][C:4]1[C:12]2[NH:11][C:10]3[CH2:13][CH2:14][N:15]([C:18]([O:20][C:21]([CH3:24])([CH3:23])[CH3:22])=[O:19])[CH2:16][CH2:17][C:9]=3[C:8]=2[C:7]([Cl:25])=[CH:6][CH:5]=1.Br[CH2:27][C:28]([O:30][CH2:31][CH3:32])=[O:29]. The catalyst is CN(C=O)C. The product is [Cl:3][C:4]1[C:12]2[N:11]([CH2:27][C:28]([O:30][CH2:31][CH3:32])=[O:29])[C:10]3[CH2:13][CH2:14][N:15]([C:18]([O:20][C:21]([CH3:22])([CH3:24])[CH3:23])=[O:19])[CH2:16][CH2:17][C:9]=3[C:8]=2[C:7]([Cl:25])=[CH:6][CH:5]=1. The yield is 0.960. (5) The reactants are [C:1]1([N:7]2[CH2:11][CH2:10][CH2:9][CH2:8]2)[CH:6]=[CH:5][CH:4]=[CH:3][CH:2]=1.[S:12]([Cl:16])(=O)(=[O:14])[OH:13]. The catalyst is [Cl-].[Na+].O. The product is [N:7]1([C:1]2[CH:6]=[C:5]([S:12]([Cl:16])(=[O:14])=[O:13])[CH:4]=[CH:3][CH:2]=2)[CH2:11][CH2:10][CH2:9][CH2:8]1. The yield is 0.0700. (6) The reactants are [CH:1]1([C:4]2[CH:9]=[CH:8][C:7]([CH2:10][C:11]([OH:13])=O)=[CH:6][CH:5]=2)[CH2:3][CH2:2]1.[CH2:14]([C@@H:21]1[CH2:25][O:24][C:23](=[O:26])[NH:22]1)[C:15]1[CH:20]=[CH:19][CH:18]=[CH:17][CH:16]=1.C(N(CC)CC)C.C(Cl)(=O)C(C)(C)C. The catalyst is C1(C)C=CC=CC=1. The product is [CH2:14]([C@@H:21]1[CH2:25][O:24][C:23](=[O:26])[N:22]1[C:11](=[O:13])[CH2:10][C:7]1[CH:6]=[CH:5][C:4]([CH:1]2[CH2:2][CH2:3]2)=[CH:9][CH:8]=1)[C:15]1[CH:16]=[CH:17][CH:18]=[CH:19][CH:20]=1. The yield is 0.640. (7) The product is [N:18]1[C:17]2[CH:16]=[CH:15][N:14]=[CH:13][C:12]=2[O:11][C:10]=1[C:6]1[CH:5]=[C:4]([NH2:1])[CH:9]=[CH:8][CH:7]=1. The yield is 0.310. The reactants are [N+:1]([C:4]1[CH:5]=[C:6]([C:10]2[O:11][C:12]3[CH:13]=[N:14][CH:15]=[CH:16][C:17]=3[N:18]=2)[CH:7]=[CH:8][CH:9]=1)([O-])=O.[NH4+].[Cl-]. The catalyst is CO.O.[Fe]. (8) The reactants are C[Si](C)(C)[N-][Si](C)(C)C.[Li+].[C:11]([O:15][C:16]([N:18]1[C@@H:23]([C@@H:24]([O:50][CH2:51][C:52]2[CH:57]=[CH:56][CH:55]=[CH:54][CH:53]=2)[C@@H:25]([N:35]([CH2:43][C:44]2[CH:49]=[CH:48][CH:47]=[CH:46][CH:45]=2)[CH2:36][C:37]2[CH:42]=[CH:41][CH:40]=[CH:39][CH:38]=2)[CH2:26][C:27]2[CH:32]=[C:31]([F:33])[CH:30]=[C:29]([F:34])[CH:28]=2)[CH2:22][O:21][C:20](=[O:58])[CH2:19]1)=[O:17])([CH3:14])([CH3:13])[CH3:12].I[CH2:60][CH3:61]. The catalyst is O1CCCC1. The product is [C:11]([O:15][C:16]([N:18]1[C@@H:23]([C@@H:24]([O:50][CH2:51][C:52]2[CH:57]=[CH:56][CH:55]=[CH:54][CH:53]=2)[C@@H:25]([N:35]([CH2:36][C:37]2[CH:38]=[CH:39][CH:40]=[CH:41][CH:42]=2)[CH2:43][C:44]2[CH:45]=[CH:46][CH:47]=[CH:48][CH:49]=2)[CH2:26][C:27]2[CH:32]=[C:31]([F:33])[CH:30]=[C:29]([F:34])[CH:28]=2)[CH2:22][O:21][C:20](=[O:58])[C@@H:19]1[CH2:60][CH3:61])=[O:17])([CH3:14])([CH3:12])[CH3:13]. The yield is 0.820. (9) The reactants are [NH2:1][C:2]1[N:10]=[CH:9][CH:8]=[CH:7][C:3]=1[C:4]([OH:6])=O.[Cl:11][C:12]1[CH:25]=[CH:24][C:15]([O:16][C:17]2[S:21][C:20]([CH2:22][NH2:23])=[CH:19][CH:18]=2)=[CH:14][CH:13]=1.F[P-](F)(F)(F)(F)F.N1([P+](N(C)C)(N(C)C)N(C)C)C2C=CC=CC=2N=N1.C(N(CC)CC)C. The catalyst is CS(C)=O.C(#N)C.O.FC(F)(F)C(O)=O. The product is [NH2:1][C:2]1[N:10]=[CH:9][CH:8]=[CH:7][C:3]=1[C:4]([NH:23][CH2:22][C:20]1[S:21][C:17]([O:16][C:15]2[CH:24]=[CH:25][C:12]([Cl:11])=[CH:13][CH:14]=2)=[CH:18][CH:19]=1)=[O:6]. The yield is 0.249. (10) The reactants are [CH2:1]([C:3]([CH2:10][CH3:11])([C:7]([OH:9])=[O:8])[C:4]([OH:6])=[O:5])[CH3:2].[OH-].[Na+].[N+]([O-])(O)=O.[N+]([O-])([O-])=O.[Ag+:22]. The catalyst is CO.O. The product is [CH2:10]([C:3]([CH2:1][CH3:2])([C:7]([O-:9])=[O:8])[C:4]([O-:6])=[O:5])[CH3:11].[Ag+2:22]. The yield is 0.991.